This data is from Full USPTO retrosynthesis dataset with 1.9M reactions from patents (1976-2016). The task is: Predict the reactants needed to synthesize the given product. (1) Given the product [F:13][C:4]1[C:3]([CH2:2][NH:1][C:14]([C:16]([CH3:19])([CH3:18])[CH3:17])=[O:15])=[CH:11][CH:10]=[C:9]([F:12])[C:5]=1[C:6]([OH:8])=[O:7], predict the reactants needed to synthesize it. The reactants are: [NH2:1][CH2:2][C:3]1[C:4]([F:13])=[C:5]([C:9]([F:12])=[CH:10][CH:11]=1)[C:6]([OH:8])=[O:7].[C:14](Cl)([C:16]([CH3:19])([CH3:18])[CH3:17])=[O:15].FC(F)(F)C(=N[Si](C)(C)C)O[Si](C)(C)C.CSC1C2C(=CC(Br)=CC=2Br)NC=1SC. (2) The reactants are: [Br:1][C:2]1[C:3]([CH3:9])=[N:4][C:5]([OH:8])=[CH:6][CH:7]=1.C(=O)([O-])[O-].[Cs+].[Cs+].O([CH2:24][C:25]([F:28])([F:27])[F:26])S(C(F)(F)F)(=O)=O. Given the product [Br:1][C:2]1[CH:7]=[CH:6][C:5](=[O:8])[N:4]([CH2:24][C:25]([F:28])([F:27])[F:26])[C:3]=1[CH3:9], predict the reactants needed to synthesize it.